This data is from NCI-60 drug combinations with 297,098 pairs across 59 cell lines. The task is: Regression. Given two drug SMILES strings and cell line genomic features, predict the synergy score measuring deviation from expected non-interaction effect. (1) Drug 1: CN1C(=O)N2C=NC(=C2N=N1)C(=O)N. Drug 2: CCCCC(=O)OCC(=O)C1(CC(C2=C(C1)C(=C3C(=C2O)C(=O)C4=C(C3=O)C=CC=C4OC)O)OC5CC(C(C(O5)C)O)NC(=O)C(F)(F)F)O. Cell line: NCI/ADR-RES. Synergy scores: CSS=10.5, Synergy_ZIP=-2.14, Synergy_Bliss=4.01, Synergy_Loewe=-8.13, Synergy_HSA=-0.377. (2) Drug 1: CC12CCC(CC1=CCC3C2CCC4(C3CC=C4C5=CN=CC=C5)C)O. Drug 2: C1C(C(OC1N2C=C(C(=O)NC2=O)F)CO)O. Cell line: OVCAR-4. Synergy scores: CSS=24.9, Synergy_ZIP=-11.1, Synergy_Bliss=-10.0, Synergy_Loewe=-17.1, Synergy_HSA=-6.17.